From a dataset of Reaction yield outcomes from USPTO patents with 853,638 reactions. Predict the reaction yield, written as a fraction of the theoretical maximum amount of product (1.0 means a 100% yield; for example, 0.34 means a 34% yield). The reactants are [OH:1][C:2]1([C:31](OC)=[O:32])[CH2:7][CH2:6][CH:5]([N:8]2[C:16]([NH:17][C:18]3[C:23]([F:24])=[CH:22][C:21]([F:25])=[CH:20][C:19]=3[F:26])=[N:15][C:14]3[C:9]2=[N:10][C:11]([NH:27][CH:28]([CH3:30])[CH3:29])=[N:12][CH:13]=3)[CH2:4][CH2:3]1.[BH4-].[Na+]. The catalyst is CO. The product is [OH:32][CH2:31][C:2]1([OH:1])[CH2:3][CH2:4][CH:5]([N:8]2[C:16]([NH:17][C:18]3[C:19]([F:26])=[CH:20][C:21]([F:25])=[CH:22][C:23]=3[F:24])=[N:15][C:14]3[C:9]2=[N:10][C:11]([NH:27][CH:28]([CH3:29])[CH3:30])=[N:12][CH:13]=3)[CH2:6][CH2:7]1. The yield is 0.370.